Task: Predict the reactants needed to synthesize the given product.. Dataset: Full USPTO retrosynthesis dataset with 1.9M reactions from patents (1976-2016) (1) Given the product [C:1]([O:20][CH2:21][C@@H:22]([OH:26])[CH2:23][CH2:24][C:25]([CH:28]=[CH2:29])([OH:27])[CH:34]=[CH2:35])([C:8]1[CH:9]=[CH:10][CH:11]=[CH:12][CH:13]=1)([C:2]1[CH:7]=[CH:6][CH:5]=[CH:4][CH:3]=1)[C:14]1[CH:19]=[CH:18][CH:17]=[CH:16][CH:15]=1, predict the reactants needed to synthesize it. The reactants are: [C:1]([O:20][CH2:21][C@H:22]1[O:26][C:25](=[O:27])[CH2:24][CH2:23]1)([C:14]1[CH:19]=[CH:18][CH:17]=[CH:16][CH:15]=1)([C:8]1[CH:13]=[CH:12][CH:11]=[CH:10][CH:9]=1)[C:2]1[CH:7]=[CH:6][CH:5]=[CH:4][CH:3]=1.[CH:28]([Mg]Br)=[CH2:29].[Cl-].[NH4+].[CH2:34]1COC[CH2:35]1. (2) Given the product [C:2]([C:7]1[O:11][C:10]([CH2:12][N:13]2[CH:17]=[C:16]([NH:18][C:28]([C:26]3[N:27]=[C:23]([CH2:19][CH2:20][CH2:21][CH3:22])[O:24][C:25]=3[C:31]3[CH:32]=[CH:33][CH:34]=[CH:35][CH:36]=3)=[O:29])[CH:15]=[N:14]2)=[CH:9][CH:8]=1)(=[O:6])[CH3:1], predict the reactants needed to synthesize it. The reactants are: [CH3:1][C:2]1([C:7]2[O:11][C:10]([CH2:12][N:13]3[CH:17]=[C:16]([NH2:18])[CH:15]=[N:14]3)=[CH:9][CH:8]=2)[O:6]CCO1.[CH2:19]([C:23]1[O:24][C:25]([C:31]2[CH:36]=[CH:35][CH:34]=[CH:33][CH:32]=2)=[C:26]([C:28](O)=[O:29])[N:27]=1)[CH2:20][CH2:21][CH3:22]. (3) The reactants are: [CH3:1][S:2]([C:5]1[CH:31]=[CH:30][C:8]([O:9][C:10]2[C:24]([CH:25]3[CH2:29][CH2:28][CH2:27][NH:26]3)=[CH:23][C:13]3[NH:14][C:15]([C:17]4[CH:22]=[CH:21][CH:20]=[CH:19][N:18]=4)=[N:16][C:12]=3[CH:11]=2)=[CH:7][CH:6]=1)(=[O:4])=[O:3].[C:32]([O:36][C:37]([NH:39][CH2:40][C:41](O)=[O:42])=[O:38])(C)(C)[CH3:33]. Given the product [CH3:1][S:2]([C:5]1[CH:6]=[CH:7][C:8]([O:9][C:10]2[C:24]([CH:25]3[CH2:29][CH2:28][CH2:27][N:26]3[C:41](=[O:42])[CH2:40][NH:39][C:37](=[O:38])[O:36][CH2:32][CH3:33])=[CH:23][C:13]3[NH:14][C:15]([C:17]4[CH:22]=[CH:21][CH:20]=[CH:19][N:18]=4)=[N:16][C:12]=3[CH:11]=2)=[CH:30][CH:31]=1)(=[O:3])=[O:4], predict the reactants needed to synthesize it. (4) The reactants are: C(O[C:4](=[O:22])[CH2:5][C:6]1([C:17]([O:19][CH2:20][CH3:21])=[O:18])O[N:13]2[C:8]([C:9]([CH3:16])([CH3:15])[O:10][CH2:11][CH2:12]2)=[N:7]1)C.C(OCC)(=[O:25])C. Given the product [OH:25][C:5]1[C:4](=[O:22])[N:13]2[C:8]([C:9]([CH3:15])([CH3:16])[O:10][CH2:11][CH2:12]2)=[N:7][C:6]=1[C:17]([O:19][CH2:20][CH3:21])=[O:18], predict the reactants needed to synthesize it. (5) The reactants are: [NH:1]1[C:5]2[CH:6]=[CH:7][C:8]([N:10]3[CH:14]([C:15]4[CH:20]=[C:19]([F:21])[CH:18]=[C:17]([F:22])[C:16]=4[F:23])[C:13](O)=[CH:12][C:11]3=[O:25])=[CH:9][C:4]=2[N:3]=[CH:2]1.[CH:26]1([NH2:32])[CH2:31][CH2:30][CH2:29][CH2:28][CH2:27]1. Given the product [NH:1]1[C:5]2[CH:6]=[CH:7][C:8]([N:10]3[CH:14]([C:15]4[CH:20]=[C:19]([F:21])[CH:18]=[C:17]([F:22])[C:16]=4[F:23])[C:13]([NH:32][CH:26]4[CH2:31][CH2:30][CH2:29][CH2:28][CH2:27]4)=[CH:12][C:11]3=[O:25])=[CH:9][C:4]=2[N:3]=[CH:2]1, predict the reactants needed to synthesize it. (6) The reactants are: [C:1]([C:5]1[CH:6]=[CH:7][C:8]([NH:11]C(=O)OC(C)(C)C)=[N:9][CH:10]=1)([CH3:4])([CH3:3])[CH3:2].FC(F)(F)C(O)=O. Given the product [C:1]([C:5]1[CH:6]=[CH:7][C:8]([NH2:11])=[N:9][CH:10]=1)([CH3:4])([CH3:2])[CH3:3], predict the reactants needed to synthesize it. (7) Given the product [OH:25][CH2:26][C:27]([NH:30][S:31]([C:34]1[CH:35]=[N:36][CH:37]=[C:38]([C:13]#[C:12][C:11]2[CH:10]=[N:9][N:8]3[C:3]([CH:2]([F:1])[F:24])=[CH:4][C:5]([C:14]4[CH:19]=[CH:18][C:17]([C:20]([F:23])([F:22])[F:21])=[CH:16][CH:15]=4)=[N:6][C:7]=23)[CH:39]=1)(=[O:33])=[O:32])([CH3:29])[CH3:28], predict the reactants needed to synthesize it. The reactants are: [F:1][CH:2]([F:24])[C:3]1[N:8]2[N:9]=[CH:10][C:11]([C:12]#[CH:13])=[C:7]2[N:6]=[C:5]([C:14]2[CH:19]=[CH:18][C:17]([C:20]([F:23])([F:22])[F:21])=[CH:16][CH:15]=2)[CH:4]=1.[OH:25][CH2:26][C:27]([NH:30][S:31]([C:34]1[CH:35]=[N:36][CH:37]=[C:38](Br)[CH:39]=1)(=[O:33])=[O:32])([CH3:29])[CH3:28]. (8) Given the product [CH:17]1([N:16]2[C:15]3[C:14]4[CH:13]=[CH:12][CH:11]=[C:10]([O:22][CH3:23])[C:9]=4[N:8]=[CH:7][C:6]=3[C:4](=[O:5])[N:24]([C:27]3[CH:32]=[CH:31][C:30]([CH3:33])=[C:29]([CH3:34])[CH:28]=3)[C:25]2=[O:26])[CH2:21][CH2:20][CH2:19][CH2:18]1, predict the reactants needed to synthesize it. The reactants are: C(O[C:4]([C:6]1[CH:7]=[N:8][C:9]2[C:14]([C:15]=1[NH:16][CH:17]1[CH2:21][CH2:20][CH2:19][CH2:18]1)=[CH:13][CH:12]=[CH:11][C:10]=2[O:22][CH3:23])=[O:5])C.[N:24]([C:27]1[CH:32]=[CH:31][C:30]([CH3:33])=[C:29]([CH3:34])[CH:28]=1)=[C:25]=[O:26]. (9) The reactants are: [C:1]12([CH2:11][NH:12][C:13]([C:15]3[C:20]([Cl:21])=[CH:19][CH:18]=[C:17](Cl)[N:16]=3)=[O:14])[CH2:10][CH:5]3[CH2:6][CH:7]([CH2:9][CH:3]([CH2:4]3)[CH2:2]1)[CH2:8]2.[N-:23]=[N+:24]=[N-:25].[Na+].O. Given the product [C:1]12([CH2:11][NH:12][C:13]([C:15]3[C:20]([Cl:21])=[CH:19][CH:18]=[C:17]([N:23]=[N+:24]=[N-:25])[N:16]=3)=[O:14])[CH2:10][CH:5]3[CH2:6][CH:7]([CH2:9][CH:3]([CH2:4]3)[CH2:2]1)[CH2:8]2, predict the reactants needed to synthesize it.